From a dataset of Forward reaction prediction with 1.9M reactions from USPTO patents (1976-2016). Predict the product of the given reaction. (1) Given the reactants [N:1]1([CH2:6][CH2:7][OH:8])[CH2:5][CH2:4][CH2:3][CH2:2]1.[H-].[Na+].Cl[C:12]1[CH:17]=[CH:16][C:15]([N+:18]([O-:20])=[O:19])=[CH:14][N:13]=1, predict the reaction product. The product is: [N+:18]([C:15]1[CH:16]=[CH:17][C:12]([O:8][CH2:7][CH2:6][N:1]2[CH2:5][CH2:4][CH2:3][CH2:2]2)=[N:13][CH:14]=1)([O-:20])=[O:19]. (2) Given the reactants [O:1]1[CH2:6][CH2:5][CH:4]([NH:7][C:8]2[N:16]=[C:15]([C:17]([F:20])([F:19])[F:18])[CH:14]=[CH:13][C:9]=2[C:10]([OH:12])=O)[CH2:3][CH2:2]1.CCN=C=NCCCN(C)C.C1C=CC2N(O)N=NC=2C=1.CCN(C(C)C)C(C)C.[CH3:51][C:52]([NH2:56])([C:54]#[CH:55])[CH3:53], predict the reaction product. The product is: [CH3:51][C:52]([NH:56][C:10](=[O:12])[C:9]1[CH:13]=[CH:14][C:15]([C:17]([F:20])([F:19])[F:18])=[N:16][C:8]=1[NH:7][CH:4]1[CH2:3][CH2:2][O:1][CH2:6][CH2:5]1)([C:54]#[CH:55])[CH3:53].